Dataset: Catalyst prediction with 721,799 reactions and 888 catalyst types from USPTO. Task: Predict which catalyst facilitates the given reaction. (1) Reactant: C(=O)([O-])[O-].[K+].[K+].[Cl:7][C:8]1[CH:13]=[CH:12][C:11]([CH2:14][N:15]2[CH2:20][CH2:19][NH:18][CH2:17][CH2:16]2)=[CH:10][CH:9]=1.Cl[CH2:22][C:23]([N:25]1[C:33]2[C:28](=[CH:29][CH:30]=[CH:31][CH:32]=2)[CH:27]([CH3:34])[CH2:26]1)=[O:24]. Product: [Cl:7][C:8]1[CH:9]=[CH:10][C:11]([CH2:14][N:15]2[CH2:16][CH2:17][N:18]([CH2:22][C:23]([N:25]3[C:33]4[C:28](=[CH:29][CH:30]=[CH:31][CH:32]=4)[CH:27]([CH3:34])[CH2:26]3)=[O:24])[CH2:19][CH2:20]2)=[CH:12][CH:13]=1. The catalyst class is: 10. (2) Reactant: [CH3:1][O:2][C:3]1[CH:8]=[CH:7][CH:6]=[CH:5][C:4]=1[C:9]1([C:13](=[O:33])[CH2:14][N:15]2[CH2:20][CH2:19][CH2:18][CH:17]([CH2:21][O:22][C:23]3[CH:28]=[CH:27][C:26]([C:29]([F:32])([F:31])[F:30])=[CH:25][CH:24]=3)[CH2:16]2)[CH2:12][CH2:11][CH2:10]1.[BH4-].[Na+].O. Product: [CH3:1][O:2][C:3]1[CH:8]=[CH:7][CH:6]=[CH:5][C:4]=1[C:9]1([CH:13]([OH:33])[CH2:14][N:15]2[CH2:20][CH2:19][CH2:18][CH:17]([CH2:21][O:22][C:23]3[CH:28]=[CH:27][C:26]([C:29]([F:30])([F:31])[F:32])=[CH:25][CH:24]=3)[CH2:16]2)[CH2:10][CH2:11][CH2:12]1. The catalyst class is: 5. (3) Reactant: [N:1]1([C:7]2[CH:12]=[CH:11][C:10]([C:13]3[C:17]4[CH2:18][C:19]5[S:20][C:21]([C:24]6[CH:25]=[CH:26][C:27]([NH2:30])=[N:28][CH:29]=6)=[CH:22][C:23]=5[C:16]=4[N:15](COCC[Si](C)(C)C)[N:14]=3)=[CH:9][CH:8]=2)[CH2:6][CH2:5][O:4][CH2:3][CH2:2]1.[ClH:39]. Product: [ClH:39].[N:1]1([C:7]2[CH:8]=[CH:9][C:10]([C:13]3[C:17]4[CH2:18][C:19]5[S:20][C:21]([C:24]6[CH:25]=[CH:26][C:27]([NH2:30])=[N:28][CH:29]=6)=[CH:22][C:23]=5[C:16]=4[NH:15][N:14]=3)=[CH:11][CH:12]=2)[CH2:2][CH2:3][O:4][CH2:5][CH2:6]1. The catalyst class is: 5. (4) The catalyst class is: 20. Product: [CH2:1]([N:8]1[CH2:9][CH2:10][N:11]([C:14]2[CH:23]=[CH:22][CH:21]=[CH:20][C:15]=2[C:16]([OH:18])=[O:17])[CH2:12][CH2:13]1)[C:2]1[CH:3]=[CH:4][CH:5]=[CH:6][CH:7]=1. Reactant: [CH2:1]([N:8]1[CH2:13][CH2:12][N:11]([C:14]2[CH:23]=[CH:22][CH:21]=[CH:20][C:15]=2[C:16]([O:18]C)=[O:17])[CH2:10][CH2:9]1)[C:2]1[CH:7]=[CH:6][CH:5]=[CH:4][CH:3]=1.[Li+].[OH-]. (5) Reactant: [Cl:1][C:2]1[CH:7]=[CH:6][C:5]([N:8]=[C:9]=[O:10])=[CH:4][CH:3]=1.[NH2:11][C:12]1[CH:25]=[CH:24][C:15]([O:16][CH2:17][CH2:18][N:19]2[CH2:22][CH:21]([OH:23])[CH2:20]2)=[C:14]([C:26]2[N:27]([CH3:32])[N:28]=[CH:29][C:30]=2[Cl:31])[CH:13]=1. Product: [Cl:31][C:30]1[CH:29]=[N:28][N:27]([CH3:32])[C:26]=1[C:14]1[CH:13]=[C:12]([NH:11][C:9]([NH:8][C:5]2[CH:6]=[CH:7][C:2]([Cl:1])=[CH:3][CH:4]=2)=[O:10])[CH:25]=[CH:24][C:15]=1[O:16][CH2:17][CH2:18][N:19]1[CH2:22][CH:21]([OH:23])[CH2:20]1. The catalyst class is: 139. (6) Reactant: I[CH2:2][CH2:3][CH3:4].[CH2:5]([O:9][C:10]1[N:18]=[C:17]2[C:13]([N:14]=[C:15]([O:27]C)[N:16]2[CH2:19][CH2:20][CH:21]2[CH2:26][CH2:25][NH:24][CH2:23][CH2:22]2)=[C:12]([NH2:29])[N:11]=1)[CH2:6][CH2:7][CH3:8].CCN(C(C)C)C(C)C.CS(C)=O. Product: [NH2:29][C:12]1[N:11]=[C:10]([O:9][CH2:5][CH2:6][CH2:7][CH3:8])[N:18]=[C:17]2[C:13]=1[NH:14][C:15](=[O:27])[N:16]2[CH2:19][CH2:20][CH:21]1[CH2:26][CH2:25][N:24]([CH2:2][CH2:3][CH3:4])[CH2:23][CH2:22]1. The catalyst class is: 3.